Predict the reaction yield, written as a fraction of the theoretical maximum amount of product (1.0 means a 100% yield; for example, 0.34 means a 34% yield). From a dataset of Reaction yield outcomes from USPTO patents with 853,638 reactions. (1) The reactants are [C:1]([O:5][C:6](=[O:15])[NH:7][C@H:8]1[CH2:13][CH2:12][C@H:11]([OH:14])[CH2:10][CH2:9]1)([CH3:4])([CH3:3])[CH3:2].[H-].[Na+].[CH2:18]1OCCOCCOCCOCCOC1.IC. The catalyst is O1CCCC1.CO. The product is [C:1]([O:5][C:6](=[O:15])[NH:7][C@H:8]1[CH2:9][CH2:10][C@H:11]([O:14][CH3:18])[CH2:12][CH2:13]1)([CH3:4])([CH3:2])[CH3:3]. The yield is 0.670. (2) The reactants are [NH:1]1[C:5]2[CH2:6][CH2:7][CH2:8][CH2:9][C:4]=2[N:3]=[CH:2]1.C(N(CC)CC)C.[CH3:17][N:18]([CH3:23])[S:19](Cl)(=[O:21])=[O:20]. The catalyst is C(Cl)Cl. The product is [CH3:17][N:18]([CH3:23])[S:19]([N:1]1[C:5]2[CH2:6][CH2:7][CH2:8][CH2:9][C:4]=2[N:3]=[CH:2]1)(=[O:21])=[O:20]. The yield is 0.770. (3) The reactants are C([O:8][CH2:9][CH2:10][C@H:11]([NH:28][C:29]1[N:37]=[CH:36][N:35]=[C:34]2[C:30]=1[N:31]=[CH:32][NH:33]2)[C:12]1[N:16]([C:17]2[CH:22]=[CH:21][CH:20]=[CH:19][CH:18]=2)[C:15]2[CH:23]=[C:24]([F:27])[CH:25]=[CH:26][C:14]=2[N:13]=1)C1C=CC=CC=1.B(Br)(Br)Br.CO. The catalyst is C(Cl)Cl. The product is [F:27][C:24]1[CH:25]=[CH:26][C:14]2[N:13]=[C:12]([C@@H:11]([NH:28][C:29]3[N:37]=[CH:36][N:35]=[C:34]4[C:30]=3[N:31]=[CH:32][NH:33]4)[CH2:10][CH2:9][OH:8])[N:16]([C:17]3[CH:18]=[CH:19][CH:20]=[CH:21][CH:22]=3)[C:15]=2[CH:23]=1. The yield is 0.660. (4) The yield is 0.980. The catalyst is C(Cl)Cl. The product is [Br:46][C:47]1[N:48]=[C:49]2[C:54]([NH:55][C@H:56]3[C@@H:60]([CH3:61])[CH2:59][N:58]([C:6]([C:3]4([C:1]#[N:2])[CH2:5][CH2:4]4)=[O:8])[CH2:57]3)=[C:53]([C:62]([NH2:64])=[O:63])[CH:52]=[N:51][N:50]2[CH:65]=1. The reactants are [C:1]([C:3]1([C:6]([OH:8])=O)[CH2:5][CH2:4]1)#[N:2].CCN(C(C)C)C(C)C.F[P-](F)(F)(F)(F)F.N1(O[P+](N(C)C)(N(C)C)N(C)C)C2C=CC=CC=2N=N1.Br.[Br:46][C:47]1[N:48]=[C:49]2[C:54]([NH:55][C@H:56]3[C@@H:60]([CH3:61])[CH2:59][NH:58][CH2:57]3)=[C:53]([C:62]([NH2:64])=[O:63])[CH:52]=[N:51][N:50]2[CH:65]=1.